The task is: Regression. Given a peptide amino acid sequence and an MHC pseudo amino acid sequence, predict their binding affinity value. This is MHC class I binding data.. This data is from Peptide-MHC class I binding affinity with 185,985 pairs from IEDB/IMGT. The peptide sequence is YTLLGCWSFV. The MHC is HLA-A02:03 with pseudo-sequence HLA-A02:03. The binding affinity (normalized) is 0.526.